The task is: Regression. Given two drug SMILES strings and cell line genomic features, predict the synergy score measuring deviation from expected non-interaction effect.. This data is from NCI-60 drug combinations with 297,098 pairs across 59 cell lines. (1) Drug 1: CC(C1=C(C=CC(=C1Cl)F)Cl)OC2=C(N=CC(=C2)C3=CN(N=C3)C4CCNCC4)N. Drug 2: COCCOC1=C(C=C2C(=C1)C(=NC=N2)NC3=CC=CC(=C3)C#C)OCCOC.Cl. Cell line: T-47D. Synergy scores: CSS=0.0470, Synergy_ZIP=-0.256, Synergy_Bliss=1.44, Synergy_Loewe=-1.28, Synergy_HSA=-0.195. (2) Drug 1: CN(C)N=NC1=C(NC=N1)C(=O)N. Drug 2: C1=NC2=C(N1)C(=S)N=C(N2)N. Cell line: U251. Synergy scores: CSS=33.2, Synergy_ZIP=-13.6, Synergy_Bliss=-4.77, Synergy_Loewe=-15.4, Synergy_HSA=-2.04. (3) Drug 1: CC1=CC=C(C=C1)C2=CC(=NN2C3=CC=C(C=C3)S(=O)(=O)N)C(F)(F)F. Drug 2: CCC1(CC2CC(C3=C(CCN(C2)C1)C4=CC=CC=C4N3)(C5=C(C=C6C(=C5)C78CCN9C7C(C=CC9)(C(C(C8N6C=O)(C(=O)OC)O)OC(=O)C)CC)OC)C(=O)OC)O.OS(=O)(=O)O. Cell line: HS 578T. Synergy scores: CSS=38.2, Synergy_ZIP=2.30, Synergy_Bliss=4.07, Synergy_Loewe=-39.9, Synergy_HSA=0.658. (4) Drug 1: C1CC(=O)NC(=O)C1N2CC3=C(C2=O)C=CC=C3N. Drug 2: CCCS(=O)(=O)NC1=C(C(=C(C=C1)F)C(=O)C2=CNC3=C2C=C(C=N3)C4=CC=C(C=C4)Cl)F. Cell line: TK-10. Synergy scores: CSS=5.97, Synergy_ZIP=-2.49, Synergy_Bliss=-0.841, Synergy_Loewe=-6.44, Synergy_HSA=-1.08. (5) Drug 1: C1=CC(=CC=C1C#N)C(C2=CC=C(C=C2)C#N)N3C=NC=N3. Drug 2: CC1=C(C(=O)C2=C(C1=O)N3CC4C(C3(C2COC(=O)N)OC)N4)N. Cell line: HT29. Synergy scores: CSS=30.1, Synergy_ZIP=2.21, Synergy_Bliss=3.09, Synergy_Loewe=-11.0, Synergy_HSA=1.37. (6) Drug 1: CC=C1C(=O)NC(C(=O)OC2CC(=O)NC(C(=O)NC(CSSCCC=C2)C(=O)N1)C(C)C)C(C)C. Drug 2: C1CN1C2=NC(=NC(=N2)N3CC3)N4CC4. Cell line: MDA-MB-231. Synergy scores: CSS=45.5, Synergy_ZIP=-3.25, Synergy_Bliss=-0.264, Synergy_Loewe=-1.59, Synergy_HSA=0.627. (7) Drug 1: CC1=C2C(C(=O)C3(C(CC4C(C3C(C(C2(C)C)(CC1OC(=O)C(C(C5=CC=CC=C5)NC(=O)OC(C)(C)C)O)O)OC(=O)C6=CC=CC=C6)(CO4)OC(=O)C)O)C)O. Cell line: UACC-257. Synergy scores: CSS=7.74, Synergy_ZIP=-3.12, Synergy_Bliss=-3.93, Synergy_Loewe=-36.5, Synergy_HSA=-5.11. Drug 2: C1CC(=O)NC(=O)C1N2C(=O)C3=CC=CC=C3C2=O. (8) Drug 1: C1=CC(=C2C(=C1NCCNCCO)C(=O)C3=C(C=CC(=C3C2=O)O)O)NCCNCCO. Drug 2: CC1OCC2C(O1)C(C(C(O2)OC3C4COC(=O)C4C(C5=CC6=C(C=C35)OCO6)C7=CC(=C(C(=C7)OC)O)OC)O)O. Cell line: KM12. Synergy scores: CSS=56.4, Synergy_ZIP=8.44, Synergy_Bliss=7.40, Synergy_Loewe=16.8, Synergy_HSA=17.4. (9) Drug 1: CN(C)N=NC1=C(NC=N1)C(=O)N. Drug 2: CC1=C(C=C(C=C1)C(=O)NC2=CC(=CC(=C2)C(F)(F)F)N3C=C(N=C3)C)NC4=NC=CC(=N4)C5=CN=CC=C5. Cell line: NCI-H460. Synergy scores: CSS=7.79, Synergy_ZIP=-6.15, Synergy_Bliss=-6.03, Synergy_Loewe=-0.303, Synergy_HSA=-5.93.